From a dataset of Full USPTO retrosynthesis dataset with 1.9M reactions from patents (1976-2016). Predict the reactants needed to synthesize the given product. (1) Given the product [ClH:1].[F:46][C:47]1[C:56]2[O:55][CH2:54][CH2:53][O:52][C:51]=2[CH:50]=[CH:49][C:48]=1[CH2:57][NH:3][CH:4]1[CH2:9][CH2:8][N:7]([CH2:10][C@H:11]2[N:21]3[C:22]4[N:13]([C:14](=[O:24])[CH:15]=[CH:16][C:17]=4[N:18]=[CH:19][C:20]3=[O:23])[CH2:12]2)[CH2:6][CH2:5]1, predict the reactants needed to synthesize it. The reactants are: [ClH:1].Cl.[NH2:3][CH:4]1[CH2:9][CH2:8][N:7]([CH2:10][C@H:11]2[N:21]3[C:22]4[N:13]([C:14](=[O:24])[CH:15]=[CH:16][C:17]=4[N:18]=[CH:19][C:20]3=[O:23])[CH2:12]2)[CH2:6][CH2:5]1.C1(N)C(F)=C(F)C(F)=C(N)C=1F.Cl.Cl.C(N(CC)CC)C.[F:46][C:47]1[C:56]2[O:55][CH2:54][CH2:53][O:52][C:51]=2[CH:50]=[CH:49][C:48]=1[CH:57]=O.C(O[BH-](OC(=O)C)OC(=O)C)(=O)C.[Na+].C([O-])(O)=O.[Na+]. (2) Given the product [CH3:20][C:21]1[CH:26]=[CH:25][CH:24]=[CH:23][C:22]=1[O:27][CH2:2][C:3]1[CH:7]=[C:6]([CH2:8][NH:9][C:10](=[O:19])[C:11]2[CH:16]=[CH:15][C:14]([O:17][CH3:18])=[CH:13][CH:12]=2)[O:5][N:4]=1, predict the reactants needed to synthesize it. The reactants are: Cl[CH2:2][C:3]1[CH:7]=[C:6]([CH2:8][NH:9][C:10](=[O:19])[C:11]2[CH:16]=[CH:15][C:14]([O:17][CH3:18])=[CH:13][CH:12]=2)[O:5][N:4]=1.[CH3:20][C:21]1[CH:26]=[CH:25][CH:24]=[CH:23][C:22]=1[OH:27].C(=O)([O-])[O-].[K+].[K+].O. (3) Given the product [NH2:15][C:1]1[NH:2][C:6](=[O:7])[C:5]2[C:4]([CH:3]=1)=[CH:14][CH:13]=[CH:12][CH:11]=2, predict the reactants needed to synthesize it. The reactants are: [C:1]([CH2:3][C:4]1[CH:14]=[CH:13][CH:12]=[CH:11][C:5]=1[C:6](OCC)=[O:7])#[N:2].[NH3:15].CCO. (4) Given the product [CH3:1][O:2][C:3](=[O:12])[CH2:4][C:5]1[CH:10]=[CH:9][CH:8]=[C:7]([O:11][C:17]2[CH:16]=[CH:15][C:14]([Br:13])=[CH:21][C:18]=2[CH:19]=[O:20])[CH:6]=1, predict the reactants needed to synthesize it. The reactants are: [CH3:1][O:2][C:3](=[O:12])[CH2:4][C:5]1[CH:10]=[CH:9][CH:8]=[C:7]([OH:11])[CH:6]=1.[Br:13][C:14]1[CH:15]=[CH:16][C:17](F)=[C:18]([CH:21]=1)[CH:19]=[O:20].C(=O)([O-])[O-].[K+].[K+]. (5) Given the product [C:1]([N:5]1[CH2:6][CH:7]([N:9]2[CH2:14][CH2:13][N:12]([C:15](=[O:17])[CH2:36][NH:35][C:29]3[CH:30]=[C:31]([CH:32]4[CH2:33][CH2:34]4)[C:26]([Cl:25])=[CH:27][C:28]=3[OH:40])[CH2:11][CH:10]2[C:22]([NH2:23])=[O:24])[CH2:8]1)(=[O:4])[CH:2]=[CH2:3], predict the reactants needed to synthesize it. The reactants are: [C:1]([N:5]1[CH2:8][CH:7]([N:9]2[CH2:14][CH2:13][N:12]([C:15]([O:17]C(C)(C)C)=O)[CH2:11][CH:10]2[C:22](=[O:24])[NH2:23])[CH2:6]1)(=[O:4])[CH:2]=[CH2:3].[Cl:25][C:26]1[C:31]([CH:32]2[CH2:34][CH2:33]2)=[CH:30][C:29]([NH:35][CH2:36]C(O)=O)=[C:28]([OH:40])[CH:27]=1.F[P-](F)(F)(F)(F)F.N1(O[P+](N(C)C)(N(C)C)N(C)C)C2C=CC=CC=2N=N1.C([O-])([O-])=O.[K+].[K+].